Predict the reaction yield, written as a fraction of the theoretical maximum amount of product (1.0 means a 100% yield; for example, 0.34 means a 34% yield). From a dataset of Reaction yield outcomes from USPTO patents with 853,638 reactions. (1) The reactants are COC1C=CC(P2(SP(C3C=CC(OC)=CC=3)(=S)S2)=[S:10])=CC=1.[Br:23][C:24]1[CH:25]=[C:26]2[C:31](=[CH:32][CH:33]=1)[C:30](=O)[CH:29]([NH:35][C:36]([C:38]1[O:42][N:41]=[C:40]([C:43]3[CH:48]=[CH:47][CH:46]=[CH:45][CH:44]=3)[C:39]=1[C:49]([F:52])([F:51])[F:50])=O)[CH2:28][CH2:27]2. The catalyst is C1(C)C=CC=CC=1. The product is [Br:23][C:24]1[CH:25]=[C:26]2[C:31](=[CH:32][CH:33]=1)[C:30]1[S:10][C:36]([C:38]3[O:42][N:41]=[C:40]([C:43]4[CH:48]=[CH:47][CH:46]=[CH:45][CH:44]=4)[C:39]=3[C:49]([F:52])([F:51])[F:50])=[N:35][C:29]=1[CH2:28][CH2:27]2. The yield is 0.850. (2) The catalyst is C(Cl)Cl. The reactants are [CH2:1]([O:8][C:9]([N:11]1[CH2:15][CH2:14][CH2:13][CH:12]1[CH:16]([NH2:32])[C:17]1[CH:22]=[CH:21][C:20]([C:23](=[O:31])[NH:24][C:25]2[CH:30]=[CH:29][N:28]=[CH:27][CH:26]=2)=[CH:19][CH:18]=1)=[O:10])[C:2]1[CH:7]=[CH:6][CH:5]=[CH:4][CH:3]=1.[C:33](O[C:33]([O:35][C:36]([CH3:39])([CH3:38])[CH3:37])=[O:34])([O:35][C:36]([CH3:39])([CH3:38])[CH3:37])=[O:34].O. The product is [CH2:1]([O:8][C:9]([N:11]1[CH2:15][CH2:14][CH2:13][CH:12]1[CH:16]([NH:32][C:33]([O:35][C:36]([CH3:39])([CH3:38])[CH3:37])=[O:34])[C:17]1[CH:22]=[CH:21][C:20]([C:23](=[O:31])[NH:24][C:25]2[CH:26]=[CH:27][N:28]=[CH:29][CH:30]=2)=[CH:19][CH:18]=1)=[O:10])[C:2]1[CH:3]=[CH:4][CH:5]=[CH:6][CH:7]=1. The yield is 0.640. (3) The reactants are [CH:1](=[O:10])[C:2]1[CH:9]=[CH:8][C:5]([CH:6]=[O:7])=[CH:4][CH:3]=1.[CH2:11](O)[CH2:12][OH:13].C1(C)C=CC(S(O)(=O)=O)=CC=1.C(=O)(O)[O-].[Na+]. The catalyst is O.C1(C)C=CC=CC=1. The product is [CH:6]([C:5]1[CH:8]=[CH:9][C:2]([CH:1]2[O:13][CH2:12][CH2:11][O:10]2)=[CH:3][CH:4]=1)=[O:7]. The yield is 0.685. (4) The reactants are [Br:1][C:2]1[CH:7]=[CH:6][C:5]([C:8](=[N:12][CH2:13][C:14]2[CH:19]=[CH:18][C:17]([O:20][CH3:21])=[CH:16][C:15]=2[O:22][CH3:23])[CH2:9][CH2:10][CH3:11])=[CH:4][CH:3]=1.CO[CH:26]=[C:27]([C:32]([O:34][CH3:35])=[O:33])[C:28]([O:30]C)=O. The catalyst is O(C1C=CC=CC=1)C1C=CC=CC=1. The product is [CH3:35][O:34][C:32]([C:27]1[C:28](=[O:30])[N:12]([CH2:13][C:14]2[CH:19]=[CH:18][C:17]([O:20][CH3:21])=[CH:16][C:15]=2[O:22][CH3:23])[C:8]([C:5]2[CH:4]=[CH:3][C:2]([Br:1])=[CH:7][CH:6]=2)=[C:9]([CH2:10][CH3:11])[CH:26]=1)=[O:33]. The yield is 0.300. (5) The reactants are Cl[C:2]1[CH:10]=[C:9](Cl)[CH:8]=[C:7]2[C:3]=1[CH:4]=[C:5]([C:13]([O:15]CC)=O)[N:6]2[CH3:12].[CH3:18][NH2:19].CO. No catalyst specified. The product is [CH3:18][NH:19][C:13]([C:5]1[N:6]([CH3:12])[C:7]2[C:3]([CH:4]=1)=[CH:2][CH:10]=[CH:9][CH:8]=2)=[O:15]. The yield is 0.990. (6) The reactants are Br[C:2]1C=C(CO)C(F)=C[N:3]=1.Br[C:12]1[CH:17]=[C:16]([CH2:18][OH:19])[C:15]([Cl:20])=[CH:14][N:13]=1. No catalyst specified. The product is [Cl:20][C:15]1[C:16]([CH2:18][OH:19])=[CH:17][C:12]([C:2]#[N:3])=[N:13][CH:14]=1. The yield is 0.610. (7) The reactants are Cl.Cl.[Cl:3][C:4]1[CH:5]=[C:6]([C:11]2[CH:12]=[N:13][C:14]([N:17]3[CH2:22][CH2:21][NH:20][CH2:19][CH2:18]3)=[N:15][CH:16]=2)[CH:7]=[CH:8][C:9]=1[Cl:10].[CH2:23]([C@@H:30]1[CH2:34][O:33][C:32](=[O:35])[N:31]1[C:36](=[O:46])[C@H:37]([CH2:41][S:42](Cl)(=[O:44])=[O:43])[CH:38]([CH3:40])[CH3:39])[C:24]1[CH:29]=[CH:28][CH:27]=[CH:26][CH:25]=1. No catalyst specified. The product is [CH2:23]([C@@H:30]1[CH2:34][O:33][C:32](=[O:35])[N:31]1[C:36](=[O:46])[C@H:37]([CH2:41][S:42]([N:20]1[CH2:19][CH2:18][N:17]([C:14]2[N:15]=[CH:16][C:11]([C:6]3[CH:7]=[CH:8][C:9]([Cl:10])=[C:4]([Cl:3])[CH:5]=3)=[CH:12][N:13]=2)[CH2:22][CH2:21]1)(=[O:44])=[O:43])[CH:38]([CH3:40])[CH3:39])[C:24]1[CH:29]=[CH:28][CH:27]=[CH:26][CH:25]=1. The yield is 0.390.